This data is from Full USPTO retrosynthesis dataset with 1.9M reactions from patents (1976-2016). The task is: Predict the reactants needed to synthesize the given product. Given the product [NH2:25][CH2:24][C:21]1[N:22]=[CH:23][C:18]([O:17][C:13]2[CH:14]=[C:15]([CH3:16])[C:7]3[CH:6]([CH2:5][C:4]([OH:26])=[O:3])[O:10][B:9]([OH:11])[C:8]=3[CH:12]=2)=[N:19][CH:20]=1, predict the reactants needed to synthesize it. The reactants are: C([O:3][C:4](=[O:26])[CH2:5][CH:6]1[O:10][B:9]([OH:11])[C:8]2[CH:12]=[C:13]([O:17][C:18]3[CH:23]=[N:22][C:21]([C:24]#[N:25])=[CH:20][N:19]=3)[CH:14]=[C:15]([CH3:16])[C:7]1=2)C.